Dataset: Catalyst prediction with 721,799 reactions and 888 catalyst types from USPTO. Task: Predict which catalyst facilitates the given reaction. (1) Reactant: [NH2:1][C:2]1[C:3]([NH:13][CH2:14][CH2:15][CH2:16][OH:17])=[C:4]([CH:9]=[CH:10][C:11]=1[Cl:12])[C:5]([O:7][CH3:8])=[O:6].[CH2:18]([C:20]1[C:25]([N:26]=[C:27]=[S:28])=[C:24]([CH2:29][CH3:30])[N:23]=[C:22]([CH3:31])[N:21]=1)[CH3:19]. Product: [Cl:12][C:11]1[CH:10]=[CH:9][C:4]([C:5]([O:7][CH3:8])=[O:6])=[C:3]([NH:13][CH2:14][CH2:15][CH2:16][OH:17])[C:2]=1[NH:1][C:27](=[S:28])[NH:26][C:25]1[C:24]([CH2:29][CH3:30])=[N:23][C:22]([CH3:31])=[N:21][C:20]=1[CH2:18][CH3:19]. The catalyst class is: 7. (2) Reactant: [CH3:1][C:2]1[C:11]([O:12]C)=[CH:10][CH:9]=[C:8]2[C:3]=1[CH2:4][CH2:5][N:6](C=O)[CH2:7]2.B(Br)(Br)Br.CO. Product: [CH3:1][C:2]1[C:11]([OH:12])=[CH:10][CH:9]=[C:8]2[C:3]=1[CH2:4][CH2:5][NH:6][CH2:7]2. The catalyst class is: 4. (3) Reactant: CC(C)[C@H:3]([NH:33][C:34](=[O:37])[O:35][CH3:36])[C:4](=[O:32])[N:5]1[CH2:9][CH2:8][CH2:7][C@H:6]1[C:10]1[NH:14][C:13]2[C:15]3[C:20]([CH:21]=[CH:22][C:12]=2[N:11]=1)=[CH:19][C:18](B1OC(C)(C)C(C)(C)O1)=[CH:17][CH:16]=3.Br[C:40]1[CH:41]=[C:42]2[C:47](=[CH:48][CH:49]=1)[CH:46]=[C:45]([C:50]1[NH:54][C:53]([C@@H:55]3[CH2:59][CH2:58][CH2:57][N:56]3[C:60]([O:62][C:63]([CH3:66])([CH3:65])[CH3:64])=[O:61])=[N:52][CH:51]=1)[CH:44]=[CH:43]2.[C:67]([O-])([O-])=O.[K+].[K+].CO[CH2:75][CH2:76]OC. Product: [CH3:36][O:35][C:34]([NH:33][C@@H:3]([CH:75]([CH3:76])[CH3:67])[C:4]([N:5]1[CH2:9][CH2:8][CH2:7][C@H:6]1[C:10]1[NH:14][C:13]2[C:15]3[C:20]([CH:21]=[CH:22][C:12]=2[N:11]=1)=[CH:19][C:18]([C:40]1[CH:41]=[C:42]2[C:47](=[CH:48][CH:49]=1)[CH:46]=[C:45]([C:50]1[NH:54][C:53]([C@@H:55]4[CH2:59][CH2:58][CH2:57][N:56]4[C:60]([O:62][C:63]([CH3:66])([CH3:65])[CH3:64])=[O:61])=[N:52][CH:51]=1)[CH:44]=[CH:43]2)=[CH:17][CH:16]=3)=[O:32])=[O:37]. The catalyst class is: 73.